This data is from Forward reaction prediction with 1.9M reactions from USPTO patents (1976-2016). The task is: Predict the product of the given reaction. (1) Given the reactants [C:1]1([S:7]([N:10]2[C:18]3[C:13](=[CH:14][C:15]([CH:19]=[N:20][S@:21]([C:23]([CH3:26])([CH3:25])[CH3:24])=[O:22])=[CH:16][CH:17]=3)[CH:12]=[C:11]2[CH3:27])(=[O:9])=[O:8])[CH:6]=[CH:5][CH:4]=[CH:3][CH:2]=1.[Si]([C:32]([F:35])([F:34])[F:33])(C)(C)C, predict the reaction product. The product is: [C:1]1([S:7]([N:10]2[C:18]3[C:13](=[CH:14][C:15]([C@H:19]([NH:20][S@:21]([C:23]([CH3:24])([CH3:26])[CH3:25])=[O:22])[C:32]([F:35])([F:34])[F:33])=[CH:16][CH:17]=3)[CH:12]=[C:11]2[CH3:27])(=[O:9])=[O:8])[CH:2]=[CH:3][CH:4]=[CH:5][CH:6]=1. (2) Given the reactants Br[C:2]1[CH:11]=[C:10]2[C:5]([CH:6]=[CH:7][N:8]=[CH:9]2)=[CH:4][C:3]=1[O:12][CH3:13].[N:14]1[CH:19]=[CH:18][CH:17]=[C:16](B(O)O)[CH:15]=1.C(=O)([O-])[O-].[K+].[K+], predict the reaction product. The product is: [CH3:13][O:12][C:3]1[CH:4]=[C:5]2[C:10](=[CH:11][C:2]=1[C:16]1[CH:15]=[N:14][CH:19]=[CH:18][CH:17]=1)[CH:9]=[N:8][CH:7]=[CH:6]2.